This data is from Reaction yield outcomes from USPTO patents with 853,638 reactions. The task is: Predict the reaction yield, written as a fraction of the theoretical maximum amount of product (1.0 means a 100% yield; for example, 0.34 means a 34% yield). (1) The reactants are [NH2:1][C:2]1[CH:30]=[CH:29][C:5]([O:6][C:7]2[CH:12]=[CH:11][N:10]=[C:9]3[CH:13]=[C:14]([C:16]4[N:21]=[CH:20][C:19]([CH2:22][N:23]5[CH2:27][CH2:26][CH2:25][C:24]5=[O:28])=[CH:18][CH:17]=4)[S:15][C:8]=23)=[C:4]([F:31])[CH:3]=1.CCN(C(C)C)C(C)C.Cl[C:42](OC1C=CC([N+]([O-])=O)=CC=1)=[O:43].Cl.[CH3:55][S:56]([C:59]1[CH:60]=[C:61]([CH:63]=[CH:64][CH:65]=1)[NH2:62])(=[O:58])=[O:57]. The catalyst is C1COCC1. The product is [F:31][C:4]1[CH:3]=[C:2]([NH:1][C:42]([NH:62][C:61]2[CH:63]=[CH:64][CH:65]=[C:59]([S:56]([CH3:55])(=[O:57])=[O:58])[CH:60]=2)=[O:43])[CH:30]=[CH:29][C:5]=1[O:6][C:7]1[CH:12]=[CH:11][N:10]=[C:9]2[CH:13]=[C:14]([C:16]3[CH:17]=[CH:18][C:19]([CH2:22][N:23]4[CH2:27][CH2:26][CH2:25][C:24]4=[O:28])=[CH:20][N:21]=3)[S:15][C:8]=12. The yield is 0.200. (2) The reactants are [N+:1]([C:4]1[CH:5]=[C:6]([CH:19]=[CH:20][CH:21]=1)[C:7]([C:9]1[CH:10]=[C:11]2[C:15](=[CH:16][CH:17]=1)[NH:14][C:13](=[O:18])[CH2:12]2)=O)([O-])=O.C(O)(C(F)(F)F)=O. The catalyst is [Pd].CN(C=O)C. The product is [NH2:1][C:4]1[CH:5]=[C:6]([CH:19]=[CH:20][CH:21]=1)[CH2:7][C:9]1[CH:10]=[C:11]2[C:15](=[CH:16][CH:17]=1)[NH:14][C:13](=[O:18])[CH2:12]2. The yield is 0.670. (3) The reactants are [H-].[Na+].[CH2:3]([OH:10])[C:4]1[CH:9]=[CH:8][CH:7]=[CH:6][CH:5]=1.[Br:11][C:12]1[CH:17]=[C:16](F)[C:15]([C:19]2[S:23][C:22]([NH2:24])=[N:21][N:20]=2)=[C:14]([F:25])[CH:13]=1. The catalyst is C1COCC1. The product is [CH2:3]([O:10][C:16]1[CH:17]=[C:12]([Br:11])[CH:13]=[C:14]([F:25])[C:15]=1[C:19]1[S:23][C:22]([NH2:24])=[N:21][N:20]=1)[C:4]1[CH:9]=[CH:8][CH:7]=[CH:6][CH:5]=1. The yield is 0.370. (4) The reactants are [C:14]1(P([C:14]2[CH:19]=[CH:18][CH:17]=[CH:16][CH:15]=2)[C:14]2[CH:19]=[CH:18][CH:17]=[CH:16][CH:15]=2)[CH:19]=[CH:18][CH:17]=[CH:16][CH:15]=1.[OH:20][CH2:21][C:22]1[CH:23]=[C:24]([CH3:41])[CH:25]=[C:26]2[C:31]=1[O:30][CH:29]([C:32]([F:35])([F:34])[F:33])[C:28]([C:36]([O:38][CH2:39][CH3:40])=[O:37])=[CH:27]2.C1(O)C=CC=CC=1.CCOC(/N=N/C(OCC)=O)=O. The catalyst is C1COCC1. The product is [CH3:41][C:24]1[CH:25]=[C:26]2[C:31](=[C:22]([CH2:21][O:20][C:14]3[CH:15]=[CH:16][CH:17]=[CH:18][CH:19]=3)[CH:23]=1)[O:30][CH:29]([C:32]([F:35])([F:33])[F:34])[C:28]([C:36]([O:38][CH2:39][CH3:40])=[O:37])=[CH:27]2. The yield is 0.980. (5) The reactants are [O:1]1[C:5]2([CH2:10][CH2:9][NH:8][CH2:7][CH2:6]2)[O:4][CH2:3][CH2:2]1.[C:11](#[N:15])/[CH:12]=[CH:13]/[CH3:14]. The catalyst is CO. The product is [O:1]1[C:5]2([CH2:10][CH2:9][N:8]([CH:13]([CH3:14])[CH2:12][C:11]#[N:15])[CH2:7][CH2:6]2)[O:4][CH2:3][CH2:2]1. The yield is 1.00.